Dataset: Forward reaction prediction with 1.9M reactions from USPTO patents (1976-2016). Task: Predict the product of the given reaction. (1) Given the reactants [CH3:1][C:2]1([CH3:10])[CH2:7][C:6](=[O:8])[CH2:5][C:4](=O)[CH2:3]1.C(OC(=O)CBr)C.[H-].[Na+].NC1C=C[C:24]([C:25]([NH2:27])=[O:26])=CC=1, predict the reaction product. The product is: [CH3:10][C:2]1([CH3:1])[CH2:3][C:4]2[NH:27][C:25](=[O:26])[CH2:24][C:5]=2[C:6](=[O:8])[CH2:7]1. (2) Given the reactants [F:1][C:2]1[C:10]2[C:5](=[CH:6][CH:7]=[C:8]([C:11]3[CH:12]=[C:13]([NH:17][C@H:18]([C:25]4[CH:30]=[CH:29][CH:28]=[CH:27][CH:26]=4)[CH2:19][NH:20][C:21](=O)[CH2:22][OH:23])[CH:14]=[N:15][CH:16]=3)[CH:9]=2)[NH:4][N:3]=1, predict the reaction product. The product is: [F:1][C:2]1[C:10]2[C:5](=[CH:6][CH:7]=[C:8]([C:11]3[CH:12]=[C:13]([NH:17][C@H:18]([C:25]4[CH:30]=[CH:29][CH:28]=[CH:27][CH:26]=4)[CH2:19][NH:20][CH2:21][CH2:22][OH:23])[CH:14]=[N:15][CH:16]=3)[CH:9]=2)[NH:4][N:3]=1. (3) Given the reactants Cl[CH2:2][CH2:3][O:4][C:5]1[C:31]([O:32][CH3:33])=[CH:30][C:8]2[CH:9]=[C:10]3[C:15](=[CH:16][C:7]=2[CH:6]=1)[N:14]=[CH:13][C:12]([C:17]#[N:18])=[C:11]3[NH:19][C:20]1[CH:25]=[C:24]([O:26][CH3:27])[C:23]([Cl:28])=[CH:22][C:21]=1[Cl:29].[NH:34]1[CH:38]=[CH:37][N:36]=[N:35]1.[OH-].[Na+], predict the reaction product. The product is: [Cl:29][C:21]1[CH:22]=[C:23]([Cl:28])[C:24]([O:26][CH3:27])=[CH:25][C:20]=1[NH:19][C:11]1[C:10]2[C:15](=[CH:16][C:7]3[CH:6]=[C:5]([O:4][CH2:3][CH2:2][N:35]4[N:36]=[CH:37][CH:38]=[N:34]4)[C:31]([O:32][CH3:33])=[CH:30][C:8]=3[CH:9]=2)[N:14]=[CH:13][C:12]=1[C:17]#[N:18]. (4) Given the reactants [NH2:1][C:2]1[N:7]=[C:6]([C:8]2[C:9]([Cl:21])=[CH:10][C:11]3[CH2:12]O[CH2:14][C:15]4[C:20]=3[C:19]=2[CH:18]=[CH:17][CH:16]=4)[N:5]=[C:4]([S:22][CH2:23][CH2:24][CH2:25][C:26]([NH2:28])=[O:27])[N:3]=1.B(Br)(Br)Br.O.O.O.O.O.O.O.O.O.[S-2:42].[Na+].[Na+].C(N(C(C)C)C(C)C)C, predict the reaction product. The product is: [NH2:1][C:2]1[N:7]=[C:6]([C:8]2[C:19]3[C:20]4[C:11]([CH2:12][S:42][CH2:14][C:15]=4[CH:16]=[CH:17][CH:18]=3)=[CH:10][C:9]=2[Cl:21])[N:5]=[C:4]([S:22][CH2:23][CH2:24][CH2:25][C:26]([NH2:28])=[O:27])[N:3]=1. (5) Given the reactants [OH:1][C@H:2]1[CH2:7][CH2:6][C@H:5]([NH:8][C:9](=[O:15])[O:10][C:11]([CH3:14])([CH3:13])[CH3:12])[CH2:4][CH2:3]1.C(N(CC)CC)C.[CH3:23][S:24](Cl)(=[O:26])=[O:25], predict the reaction product. The product is: [CH3:23][S:24]([O:1][C@H:2]1[CH2:7][CH2:6][C@H:5]([NH:8][C:9]([O:10][C:11]([CH3:12])([CH3:14])[CH3:13])=[O:15])[CH2:4][CH2:3]1)(=[O:26])=[O:25]. (6) Given the reactants [CH3:1][O:2][C:3]1[CH:4]=[C:5]([C:9]2[CH:10]=[N:11][C:12]([N:16]3[CH2:21][CH2:20][O:19][CH2:18][CH2:17]3)=[CH:13][C:14]=2[NH2:15])[CH:6]=[N:7][CH:8]=1.Cl[C:23]1[C:32]2[C:27](=[CH:28][C:29]([F:34])=[CH:30][C:31]=2[F:33])[N:26]=[C:25]([C:35]2[CH:40]=[CH:39][CH:38]=[CH:37][N:36]=2)[C:24]=1[CH3:41].C1(P(C2CCCCC2)C2C=CC=CC=2C2C(C(C)C)=CC(C(C)C)=CC=2C(C)C)CCCCC1.CC(C)([O-])C.[Na+], predict the reaction product. The product is: [F:33][C:31]1[CH:30]=[C:29]([F:34])[CH:28]=[C:27]2[C:32]=1[C:23]([NH:15][C:14]1[CH:13]=[C:12]([N:16]3[CH2:21][CH2:20][O:19][CH2:18][CH2:17]3)[N:11]=[CH:10][C:9]=1[C:5]1[CH:6]=[N:7][CH:8]=[C:3]([O:2][CH3:1])[CH:4]=1)=[C:24]([CH3:41])[C:25]([C:35]1[CH:40]=[CH:39][CH:38]=[CH:37][N:36]=1)=[N:26]2.